This data is from Catalyst prediction with 721,799 reactions and 888 catalyst types from USPTO. The task is: Predict which catalyst facilitates the given reaction. Reactant: [Cl:1][C:2](Cl)=[CH:3][C:4](=[O:14])[CH2:5][C:6]([N:8]1[CH2:13][CH2:12][O:11][CH2:10][CH2:9]1)=[O:7].Cl(O)(=O)(=O)=O.[OH-].[Na+]. Product: [Cl:1][C:2]1[O:7][C:6]([N:8]2[CH2:13][CH2:12][O:11][CH2:10][CH2:9]2)=[CH:5][C:4](=[O:14])[CH:3]=1. The catalyst class is: 12.